Dataset: Peptide-MHC class II binding affinity with 134,281 pairs from IEDB. Task: Regression. Given a peptide amino acid sequence and an MHC pseudo amino acid sequence, predict their binding affinity value. This is MHC class II binding data. The peptide sequence is RPLLIEGTASLSPGM. The MHC is DRB1_0405 with pseudo-sequence DRB1_0405. The binding affinity (normalized) is 0.376.